Dataset: Forward reaction prediction with 1.9M reactions from USPTO patents (1976-2016). Task: Predict the product of the given reaction. (1) Given the reactants C([O:8][CH2:9][CH2:10][O:11][CH2:12][CH:13]1[CH2:17][O:16][C:15]([CH3:19])([CH3:18])[O:14]1)C1C=CC=CC=1, predict the reaction product. The product is: [CH3:18][C:15]1([CH3:19])[O:14][CH:13]([CH2:12][O:11][CH2:10][CH2:9][OH:8])[CH2:17][O:16]1. (2) Given the reactants Cl.[N:2]1[CH:7]=[CH:6][C:5]([C:8]2[CH:16]=CC(C(O)=O)=CN=2)=[CH:4][CH:3]=1.FC(F)(F)C(O)=O.[Cl:24][C:25]1[CH:26]=[C:27]2[C:32](=[CH:33][CH:34]=1)[CH:31]=[C:30]([S:35]([N:38]1[CH2:43]CNC[CH2:39]1)(=[O:37])=[O:36])[CH:29]=[CH:28]2.ON1C2C=CC=CC=2N=N1.CN1CCOCC1.Cl.[CH3:62][N:63]([CH3:72])[CH2:64][CH2:65][CH2:66][N:67]=[C:68]=NCC, predict the reaction product. The product is: [ClH:24].[Cl:24][C:25]1[CH:26]=[C:27]2[C:32](=[CH:33][CH:34]=1)[CH:31]=[C:30]([S:35]([N:38]1[CH2:43][CH2:62][N:63]([CH2:64][C:65]3[C:8]([C:5]4[CH:4]=[CH:3][N:2]=[CH:7][CH:6]=4)=[CH:16][CH:68]=[N:67][CH:66]=3)[CH2:72][CH2:39]1)(=[O:36])=[O:37])[CH:29]=[CH:28]2. (3) Given the reactants [F:1][C:2]([F:19])([F:18])[C:3]1[CH:4]=[C:5]([N:9]2[CH2:14][CH2:13][CH:12]([C:15]([OH:17])=O)[CH2:11][CH2:10]2)[CH:6]=[CH:7][CH:8]=1.[NH:20]1[C:28]2[C:23](=[CH:24][CH:25]=[CH:26][C:27]=2[NH2:29])[CH:22]=[N:21]1.[F:30][C:31]([F:48])([F:47])[C:32]1[CH:33]=[C:34]([N:38]2[CH2:43][CH2:42][CH:41]([C:44]([Cl:46])=[O:45])[CH2:40][CH2:39]2)[CH:35]=[CH:36][CH:37]=1, predict the reaction product. The product is: [F:47][C:31]([F:30])([F:48])[C:32]1[CH:33]=[C:34]([N:38]2[CH2:43][CH2:42][CH:41]([C:44]([Cl:46])=[O:45])[CH2:40][CH2:39]2)[CH:35]=[CH:36][CH:37]=1.[NH:20]1[C:28]2[C:23](=[CH:24][CH:25]=[CH:26][C:27]=2[NH:29][C:15]([CH:12]2[CH2:11][CH2:10][N:9]([C:5]3[CH:6]=[CH:7][CH:8]=[C:3]([C:2]([F:1])([F:19])[F:18])[CH:4]=3)[CH2:14][CH2:13]2)=[O:17])[CH:22]=[N:21]1. (4) Given the reactants [O:1]1[C:5]2[CH:6]=[CH:7][CH:8]=[CH:9][C:4]=2[N:3]=[C:2]1[CH:10]=CN(C)C.I([O-])(=O)(=O)=[O:16].[Na+].O, predict the reaction product. The product is: [O:1]1[C:5]2[CH:6]=[CH:7][CH:8]=[CH:9][C:4]=2[N:3]=[C:2]1[CH:10]=[O:16].